This data is from Reaction yield outcomes from USPTO patents with 853,638 reactions. The task is: Predict the reaction yield, written as a fraction of the theoretical maximum amount of product (1.0 means a 100% yield; for example, 0.34 means a 34% yield). The reactants are [Cl:1][C:2]1[C:12]([Cl:13])=[CH:11][CH:10]=[C:9]([Si:14]([CH3:17])([CH3:16])[CH3:15])[C:3]=1[C:4]([NH:6]CC)=[O:5].[CH2:18]([O:21]N)[CH:19]=[CH2:20]. No catalyst specified. The product is [Cl:1][C:2]1[C:12]([Cl:13])=[CH:11][CH:10]=[C:9]([Si:14]([CH3:15])([CH3:16])[CH3:17])[C:3]=1[C:4]([NH:6][O:21][CH2:18][CH:19]=[CH2:20])=[O:5]. The yield is 0.860.